This data is from Full USPTO retrosynthesis dataset with 1.9M reactions from patents (1976-2016). The task is: Predict the reactants needed to synthesize the given product. (1) The reactants are: [CH:1]1([NH:6][C:7]2[C:12]([CH:13]=O)=[CH:11][N:10]=[C:9]([S:15][CH3:16])[N:8]=2)[CH2:5][CH2:4][CH2:3][CH2:2]1.C[Si]([N-][Si](C)(C)C)(C)C.[Li+].CCCCCC.[CH3:33][S:34](Cl)(=[O:36])=[O:35]. Given the product [CH:1]1([N:6]2[C:7]3[C:12](=[CH:11][N:10]=[C:9]([S:15][CH3:16])[N:8]=3)[CH:13]=[CH:33][S:34]2(=[O:36])=[O:35])[CH2:5][CH2:4][CH2:3][CH2:2]1, predict the reactants needed to synthesize it. (2) Given the product [C:1]1([C:15]([NH2:19])=[O:17])[C:14]2[C:5](=[CH:6][C:7]3[C:12]([CH:13]=2)=[CH:11][CH:10]=[CH:9][CH:8]=3)[CH:4]=[CH:3][CH:2]=1, predict the reactants needed to synthesize it. The reactants are: [C:1]1([C:15]([OH:17])=O)[C:14]2[C:5](=[CH:6][C:7]3[C:12]([CH:13]=2)=[CH:11][CH:10]=[CH:9][CH:8]=3)[CH:4]=[CH:3][CH:2]=1.C[N:19](C=O)C.C(Cl)(=O)C(Cl)=O.[OH-].[NH4+]. (3) Given the product [O:1]=[C:2]1[NH:6][CH:5]([C:7]([O:9][CH2:14][CH3:15])=[O:8])[CH2:4][CH2:3]1, predict the reactants needed to synthesize it. The reactants are: [O:1]=[C:2]1[NH:6][CH:5]([C:7]([OH:9])=[O:8])[CH2:4][CH2:3]1.S(Cl)(Cl)=O.[CH2:14](O)[CH3:15].